From a dataset of Full USPTO retrosynthesis dataset with 1.9M reactions from patents (1976-2016). Predict the reactants needed to synthesize the given product. (1) The reactants are: Br[C:2]([CH3:14])([CH3:13])[C:3]([NH:5][C:6]1[CH:11]=[CH:10][CH:9]=[CH:8][C:7]=1[OH:12])=[O:4].C(=O)([O-])[O-].[K+].[K+].Cl. Given the product [CH3:13][C:2]1([CH3:14])[C:3](=[O:4])[NH:5][C:6]2[CH:11]=[CH:10][CH:9]=[CH:8][C:7]=2[O:12]1, predict the reactants needed to synthesize it. (2) Given the product [Cl:14][C:13]1[C:3]2[CH2:2][N:30]([CH:28]([C:25]3[CH:26]=[N:27][C:22]([O:21][C:20]4[CH:19]=[CH:18][C:17]([F:16])=[CH:33][CH:32]=4)=[C:23]([CH3:31])[CH:24]=3)[CH3:29])[C:5](=[O:7])[C:4]=2[CH:10]=[CH:11][N:12]=1, predict the reactants needed to synthesize it. The reactants are: Br[CH2:2][C:3]1[C:13]([Cl:14])=[N:12][CH:11]=[CH:10][C:4]=1[C:5]([O:7]CC)=O.Cl.[F:16][C:17]1[CH:33]=[CH:32][C:20]([O:21][C:22]2[N:27]=[CH:26][C:25]([CH:28]([NH2:30])[CH3:29])=[CH:24][C:23]=2[CH3:31])=[CH:19][CH:18]=1. (3) Given the product [Cl:1][C:2]1[C:3]([F:31])=[C:4]([NH:8][C:9]2[C:18]3[C:13](=[CH:14][C:15]([O:29][CH3:30])=[C:16]([CH2:19][N:20]([CH3:28])[C:21]4([C:25]([NH2:27])=[O:26])[CH2:24][N:23]([CH2:44][CH2:43][O:42][CH3:41])[CH2:22]4)[CH:17]=3)[N:12]=[CH:11][N:10]=2)[CH:5]=[CH:6][CH:7]=1, predict the reactants needed to synthesize it. The reactants are: [Cl:1][C:2]1[C:3]([F:31])=[C:4]([NH:8][C:9]2[C:18]3[C:13](=[CH:14][C:15]([O:29][CH3:30])=[C:16]([CH2:19][N:20]([CH3:28])[C:21]4([C:25]([NH2:27])=[O:26])[CH2:24][NH:23][CH2:22]4)[CH:17]=3)[N:12]=[CH:11][N:10]=2)[CH:5]=[CH:6][CH:7]=1.C(N(C(C)C)CC)(C)C.[CH3:41][O:42][CH2:43][CH2:44]Cl.[I-].[K+].